From a dataset of Forward reaction prediction with 1.9M reactions from USPTO patents (1976-2016). Predict the product of the given reaction. (1) Given the reactants [CH2:1]([OH:7])[CH2:2][CH2:3][CH2:4][C:5]#[CH:6].O[N:9]1[C:13](=[O:14])[C:12]2=[CH:15][CH:16]=[CH:17][CH:18]=[C:11]2[C:10]1=[O:19], predict the reaction product. The product is: [C:13]1(=[O:14])[N:9]([O:7][CH2:1][CH2:2][CH2:3][CH2:4][C:5]#[CH:6])[C:10](=[O:19])[C:11]2=[CH:18][CH:17]=[CH:16][CH:15]=[C:12]12. (2) The product is: [Si:19]([O:18][C@H:12]([C@H:13]([CH3:17])[C:14]([NH:44][CH:45]([CH3:50])[CH3:46])=[O:15])[CH2:11][N:10]([CH3:26])[C:8](=[O:9])[O:7][C:3]([CH3:6])([CH3:4])[CH3:5])([C:22]([CH3:24])([CH3:23])[CH3:25])([CH3:21])[CH3:20]. Given the reactants N#N.[C:3]([O:7][C:8]([N:10]([CH3:26])[CH2:11][CH:12]([O:18][Si:19]([C:22]([CH3:25])([CH3:24])[CH3:23])([CH3:21])[CH3:20])[CH:13]([CH3:17])[C:14](O)=[O:15])=[O:9])([CH3:6])([CH3:5])[CH3:4].C1CN([P+](O[N:44]2N=N[C:46]3C=CC=[CH:50][C:45]2=3)(N2CCCC2)N2CCCC2)CC1.F[P-](F)(F)(F)(F)F.C(N(C(C)C)CC)(C)C.C(N)(C)C, predict the reaction product. (3) The product is: [F:20][C:13]1[C:12]([NH:21][C:22]2[CH:27]=[CH:26][C:25]([I:28])=[CH:24][C:23]=2[F:29])=[C:11]([NH:10][S:7]([C:4]2([CH2:1][CH:36]([OH:47])[CH2:35][OH:34])[CH2:5][CH2:6]2)(=[O:8])=[O:9])[C:42]([O:41][CH3:38])=[CH:43][C:14]=1[F:19]. Given the reactants [CH2:1]([C:4]1([S:7]([NH:10][C:11]2C(OC)=C[C:14]([F:19])=[C:13]([F:20])[C:12]=2[NH:21][C:22]2[CH:27]=[CH:26][C:25]([I:28])=[CH:24][C:23]=2[F:29])(=[O:9])=[O:8])[CH2:6][CH2:5]1)C=C.C[N+]1([O-])[CH2:36][CH2:35][O:34]CC1.[C:38]([O:41][CH2:42][CH3:43])(=O)C.C1C[O:47]CC1, predict the reaction product. (4) Given the reactants N1C=CC=CC=1.[NH2:7][C:8]1[CH:21]=[CH:20][C:19]([N+:22]([O-:24])=[O:23])=[CH:18][C:9]=1[C:10]([C:12]1[CH:17]=[CH:16][CH:15]=[CH:14][CH:13]=1)=[O:11].[CH3:25][O:26][C:27]1[CH:32]=[CH:31][C:30]([S:33](Cl)(=[O:35])=[O:34])=[CH:29][CH:28]=1.Cl, predict the reaction product. The product is: [CH3:25][O:26][C:27]1[CH:28]=[CH:29][C:30]([S:33]([NH:7][C:8]2[CH:21]=[CH:20][C:19]([N+:22]([O-:24])=[O:23])=[CH:18][C:9]=2[C:10]([C:12]2[CH:13]=[CH:14][CH:15]=[CH:16][CH:17]=2)=[O:11])(=[O:35])=[O:34])=[CH:31][CH:32]=1. (5) Given the reactants [C:1]([C@@H:3]([NH:8][C:9]([C@@H:11]1[CH2:16][CH2:15][CH2:14][CH2:13][C@@H:12]1[NH:17][C:18]([C:20]1[N:21]([CH3:29])[C:22]2[C:27]([CH:28]=1)=[CH:26][CH:25]=[CH:24][CH:23]=2)=[O:19])=[O:10])[CH2:4][CH2:5]SC)#[N:2].O[O:31][S:32]([O-:34])=O.[K+].[CH2:36]1COCC1, predict the reaction product. The product is: [C:1]([C@@H:3]([NH:8][C:9]([C@@H:11]1[CH2:16][CH2:15][CH2:14][CH2:13][C@@H:12]1[NH:17][C:18]([C:20]1[N:21]([CH3:29])[C:22]2[C:27]([CH:28]=1)=[CH:26][CH:25]=[CH:24][CH:23]=2)=[O:19])=[O:10])[CH2:4][CH2:5][S:32]([CH3:36])(=[O:34])=[O:31])#[N:2]. (6) Given the reactants [Cl:1][C:2]1[C:3](=[O:35])[N:4]([C:18]2[C:32]([F:33])=[CH:31][C:21]([CH2:22][NH:23]C(=O)OC(C)(C)C)=[CH:20][C:19]=2[F:34])[CH:5]=[CH:6][C:7]=1[O:8][CH2:9][C:10]1[CH:15]=[CH:14][C:13]([F:16])=[CH:12][C:11]=1[F:17].Cl, predict the reaction product. The product is: [ClH:1].[NH2:23][CH2:22][C:21]1[CH:20]=[C:19]([F:34])[C:18]([N:4]2[CH:5]=[CH:6][C:7]([O:8][CH2:9][C:10]3[CH:15]=[CH:14][C:13]([F:16])=[CH:12][C:11]=3[F:17])=[C:2]([Cl:1])[C:3]2=[O:35])=[C:32]([F:33])[CH:31]=1. (7) Given the reactants C(OC([N:8]1[CH2:13][CH2:12][CH:11]([CH2:14][S:15][C:16]2[N:17]([C:33]3[CH:38]=[CH:37][C:36]([F:39])=[CH:35][CH:34]=3)[C:18]([C:21]([C:24]3[CH:29]=[CH:28][C:27]([Cl:30])=[C:26]([O:31][CH3:32])[CH:25]=3)([CH3:23])[CH3:22])=[CH:19][N:20]=2)[CH2:10][CH2:9]1)=O)(C)(C)C.C(O)(C(F)(F)F)=O, predict the reaction product. The product is: [Cl:30][C:27]1[CH:28]=[CH:29][C:24]([C:21]([C:18]2[N:17]([C:33]3[CH:34]=[CH:35][C:36]([F:39])=[CH:37][CH:38]=3)[C:16]([S:15][CH2:14][CH:11]3[CH2:12][CH2:13][NH:8][CH2:9][CH2:10]3)=[N:20][CH:19]=2)([CH3:23])[CH3:22])=[CH:25][C:26]=1[O:31][CH3:32]. (8) Given the reactants C[O:2][C:3]1[N:23]=[CH:22][CH:21]=[C:20]([NH:24][CH2:25][C:26]2[CH:31]=[CH:30][CH:29]=[CH:28][N:27]=2)[C:4]=1[C:5]([NH:7][C:8]1[CH:13]=[CH:12][CH:11]=[C:10]([N:14]2[CH2:19][CH2:18][O:17][CH2:16][CH2:15]2)[CH:9]=1)=[O:6].Cl.C([O-])(O)=O.[Na+].C(Cl)Cl, predict the reaction product. The product is: [N:14]1([C:10]2[CH:9]=[C:8]([NH:7][C:5]([C:4]3[C:3](=[O:2])[NH:23][CH:22]=[CH:21][C:20]=3[NH:24][CH2:25][C:26]3[CH:31]=[CH:30][CH:29]=[CH:28][N:27]=3)=[O:6])[CH:13]=[CH:12][CH:11]=2)[CH2:19][CH2:18][O:17][CH2:16][CH2:15]1. (9) Given the reactants C(N(CC)CC)C.[CH:8]([C:10]1[C:18]2[C:13](=[CH:14][CH:15]=[CH:16][CH:17]=2)[N:12](C(OC(C)(C)C)=O)[CH:11]=1)=[O:9].[CH3:26][O:27][C:28]1[CH:29]=[C:30]([CH:39]=[CH:40][CH:41]=1)[N:31]=[CH:32][C:33]1[N:34]=[N:35][CH:36]=[CH:37][CH:38]=1, predict the reaction product. The product is: [NH:12]1[C:13]2[C:18](=[CH:17][CH:16]=[CH:15][CH:14]=2)[C:10]([C:8](=[O:9])[CH:32]([NH:31][C:30]2[CH:39]=[CH:40][CH:41]=[C:28]([O:27][CH3:26])[CH:29]=2)[C:33]2[N:34]=[N:35][CH:36]=[CH:37][CH:38]=2)=[CH:11]1. (10) Given the reactants [OH:1][C:2]1[CH:7]=[CH:6][C:5]([O:8][C:9](=[O:16])[C:10]2[CH:15]=[CH:14][CH:13]=[CH:12][CH:11]=2)=[CH:4][C:3]=1[N+:17]([O-:19])=[O:18].[CH2:20](Br)[C:21]1[CH:26]=[CH:25][CH:24]=[CH:23][CH:22]=1.C(=O)([O-])[O-].[K+].[K+], predict the reaction product. The product is: [CH2:20]([O:1][C:2]1[CH:7]=[CH:6][C:5]([O:8][C:9](=[O:16])[C:10]2[CH:15]=[CH:14][CH:13]=[CH:12][CH:11]=2)=[CH:4][C:3]=1[N+:17]([O-:19])=[O:18])[C:21]1[CH:26]=[CH:25][CH:24]=[CH:23][CH:22]=1.